The task is: Predict which catalyst facilitates the given reaction.. This data is from Catalyst prediction with 721,799 reactions and 888 catalyst types from USPTO. (1) Reactant: [Cl:1][C:2]1[C:7](Cl)=[CH:6][N:5]=[CH:4][N:3]=1.[NH2:9][CH:10]1[CH2:14][CH2:13][N:12]([C:15]([O:17][C:18]([CH3:21])([CH3:20])[CH3:19])=[O:16])[CH2:11]1.CCN(C(C)C)C(C)C. Product: [Cl:1][C:2]1[N:3]=[CH:4][N:5]=[C:6]([NH:9][CH:10]2[CH2:14][CH2:13][N:12]([C:15]([O:17][C:18]([CH3:21])([CH3:20])[CH3:19])=[O:16])[CH2:11]2)[CH:7]=1. The catalyst class is: 51. (2) Reactant: [O:1]1[CH:7]([CH:8]2[CH2:13][CH2:12][CH2:11][CH2:10][CH2:9]2)[CH:2]1[C:3]([O:5]C)=[O:4].[OH-].[Na+]. Product: [O:1]1[C@@H:7]([CH:8]2[CH2:9][CH2:10][CH2:11][CH2:12][CH2:13]2)[C@@H:2]1[C:3]([OH:5])=[O:4]. The catalyst class is: 11. (3) Reactant: [Cl:1][C:2]1[CH:8]=[C:7]([C:9]2[C:14]([CH3:15])=[N:13][CH:12]=[CH:11][N:10]=2)[CH:6]=[CH:5][C:3]=1N.Cl.N([O-])=O.[Na+].[Na+].[I-:22]. Product: [Cl:1][C:2]1[CH:8]=[C:7]([C:9]2[C:14]([CH3:15])=[N:13][CH:12]=[CH:11][N:10]=2)[CH:6]=[CH:5][C:3]=1[I:22]. The catalyst class is: 578. (4) Reactant: [H-].[Na+].[N+:3]([C:6]1[CH:7]=[C:8]2[C:12](=[CH:13][CH:14]=1)[NH:11][CH:10]=[CH:9]2)([O-:5])=[O:4].[CH3:15][NH:16][C:17](=O)[O:18]C1C=CC=CC=1. Product: [CH3:15][NH:16][C:17]([N:11]1[C:12]2[C:8](=[CH:7][C:6]([N+:3]([O-:5])=[O:4])=[CH:14][CH:13]=2)[CH:9]=[CH:10]1)=[O:18]. The catalyst class is: 9. (5) Reactant: [CH3:1][N:2]1[C@H:14]2[C@H:5]([CH2:6][CH2:7][C:8]3[CH:9]=[CH:10][N:11]=[CH:12][C:13]=32)[CH2:4][CH2:3]1.[I:15][CH2:16][CH2:17][CH2:18][CH2:19][CH2:20][CH2:21][CH2:22][CH2:23][CH2:24][CH2:25][CH3:26]. Product: [I-:15].[CH3:1][N:2]1[C@H:14]2[C@H:5]([CH2:6][CH2:7][C:8]3[CH:9]=[CH:10][N+:11]([CH2:26][CH2:25][CH2:24][CH2:23][CH2:22][CH2:21][CH2:20][CH2:19][CH2:18][CH2:17][CH3:16])=[CH:12][C:13]=32)[CH2:4][CH2:3]1. The catalyst class is: 52.